This data is from Catalyst prediction with 721,799 reactions and 888 catalyst types from USPTO. The task is: Predict which catalyst facilitates the given reaction. (1) Reactant: [CH3:1][C:2]1([C:45]([F:48])([F:47])[F:46])[CH2:7][C:6]([C:8]([N:10]2[C:16]3[CH:17]=[CH:18][CH:19]=[CH:20][C:15]=3[CH2:14][N:13]3[C:21]([C:24]([N:26]4[CH2:31][CH2:30][N:29](C(OC(C)(C)C)=O)[CH2:28][CH2:27]4)=[O:25])=[CH:22][CH:23]=[C:12]3[CH2:11]2)=[O:9])=[CH:5][CH:4]=[C:3]1[C:39]1[CH:44]=[CH:43][CH:42]=[CH:41][CH:40]=1.C(OCC)(=O)C.[ClH:55]. Product: [ClH:55].[CH3:1][C:2]1([C:45]([F:47])([F:46])[F:48])[CH2:7][C:6]([C:8]([N:10]2[C:16]3[CH:17]=[CH:18][CH:19]=[CH:20][C:15]=3[CH2:14][N:13]3[C:21]([C:24]([N:26]4[CH2:27][CH2:28][NH:29][CH2:30][CH2:31]4)=[O:25])=[CH:22][CH:23]=[C:12]3[CH2:11]2)=[O:9])=[CH:5][CH:4]=[C:3]1[C:39]1[CH:40]=[CH:41][CH:42]=[CH:43][CH:44]=1. The catalyst class is: 27. (2) Reactant: [C:1]([OH:7])([C:3]([F:6])([F:5])[F:4])=[O:2].[Br:8][C:9]1[N:10]=[C:11]([N:36](C(OC(C)(C)C)=O)C(OC(C)(C)C)=O)[NH:12][C:13]=1[C:14]([NH:16][CH2:17][C:18]1[CH:23]=[CH:22][C:21]([Cl:24])=[C:20]([O:25][C:26]2[CH:31]=[C:30]([C:32]#[N:33])[CH:29]=[C:28]([Cl:34])[CH:27]=2)[C:19]=1[F:35])=[O:15]. Product: [F:4][C:3]([F:6])([F:5])[C:1]([OH:7])=[O:2].[NH2:36][C:11]1[NH:12][C:13]([C:14]([NH:16][CH2:17][C:18]2[CH:23]=[CH:22][C:21]([Cl:24])=[C:20]([O:25][C:26]3[CH:31]=[C:30]([C:32]#[N:33])[CH:29]=[C:28]([Cl:34])[CH:27]=3)[C:19]=2[F:35])=[O:15])=[C:9]([Br:8])[N:10]=1. The catalyst class is: 4. (3) Reactant: [C:1]1([CH:7]([C:13]([O:15][CH2:16][CH3:17])=[O:14])[C:8]([O:10][CH2:11][CH3:12])=[O:9])[CH:6]=[CH:5][CH:4]=[CH:3][CH:2]=1.[H-].[Na+].Cl[C:21]1[CH:26]=[CH:25][C:24]([N+:27]([O-:29])=[O:28])=[CH:23][N:22]=1.Cl. Product: [C:1]1([C:7]([C:21]2[CH:26]=[CH:25][C:24]([N+:27]([O-:29])=[O:28])=[CH:23][N:22]=2)([C:8]([O:10][CH2:11][CH3:12])=[O:9])[C:13]([O:15][CH2:16][CH3:17])=[O:14])[CH:2]=[CH:3][CH:4]=[CH:5][CH:6]=1. The catalyst class is: 9. (4) The catalyst class is: 60. Product: [CH:22]([S:30]([O-:33])(=[O:31])=[O:32])=[CH:23][C:24]1[CH:29]=[CH:28][CH:27]=[CH:26][CH:25]=1.[Li+:11].[Na+:34].[Cl-:12]. Reactant: C(C1C=CC=CC=1C=C)=C.[Li+:11].[Cl-:12].CC1C=C(O)C=CC=1O.[CH:22]([S:30]([O-:33])(=[O:32])=[O:31])=[CH:23][C:24]1[CH:29]=[CH:28][CH:27]=[CH:26][CH:25]=1.[Na+:34]. (5) Reactant: [C:1]([C:3]1[S:7][C:6]([NH:8][C:9]2[CH:14]=[C:13]([N:15]3[CH2:20][CH2:19][N:18]([CH3:21])[CH2:17][CH2:16]3)[N:12]=[C:11]([S:22][CH2:23][CH2:24][NH2:25])[N:10]=2)=[N:5][CH:4]=1)#[N:2].C(N(CC)CC)C.[C:33](Cl)(=[O:36])[CH:34]=[CH2:35]. Product: [C:1]([C:3]1[S:7][C:6]([NH:8][C:9]2[CH:14]=[C:13]([N:15]3[CH2:20][CH2:19][N:18]([CH3:21])[CH2:17][CH2:16]3)[N:12]=[C:11]([S:22][CH2:23][CH2:24][NH:25][C:33](=[O:36])[CH:34]=[CH2:35])[N:10]=2)=[N:5][CH:4]=1)#[N:2]. The catalyst class is: 1. (6) Reactant: [Br:1][C:2]1[CH:3]=[CH:4][C:5]([N:8]2[CH:12]=[C:11]([CH:13]=[O:14])[N:10]=[CH:9]2)=[N:6][CH:7]=1.[Mn]([O-])(=O)(=O)=[O:16].[K+]. Product: [Br:1][C:2]1[CH:3]=[CH:4][C:5]([N:8]2[CH:12]=[C:11]([C:13]([OH:16])=[O:14])[N:10]=[CH:9]2)=[N:6][CH:7]=1. The catalyst class is: 813. (7) Reactant: Br[C:2]1[CH:3]=[C:4]([CH:9]=[C:10]([S:12]([CH:15]2[CH2:19][CH2:18][CH2:17][CH2:16]2)(=[O:14])=[O:13])[CH:11]=1)[C:5]([O:7][CH3:8])=[O:6].B(O)(O)[C:21]1[CH:22]=[CH:23][C:24]([CH3:27])=[CH:25][CH:26]=1.C1(C)C=CC=CC=1.C(=O)([O-])[O-].[Cs+].[Cs+]. Product: [CH:15]1([S:12]([C:10]2[CH:9]=[C:4]([C:5]([O:7][CH3:8])=[O:6])[CH:3]=[C:2]([C:21]3[CH:26]=[CH:25][C:24]([CH3:27])=[CH:23][CH:22]=3)[CH:11]=2)(=[O:14])=[O:13])[CH2:19][CH2:18][CH2:17][CH2:16]1. The catalyst class is: 257. (8) Reactant: [OH:1][C:2]1[CH:7]=[CH:6][C:5]([C:8]2[C:13]3[CH:14]=[CH:15][S:16][C:12]=3[C:11]([CH:17]=O)=[CH:10][CH:9]=2)=[CH:4][CH:3]=1.Cl.[NH2:20][OH:21].N1C=CC=CC=1. Product: [OH:1][C:2]1[CH:7]=[CH:6][C:5]([C:8]2[C:13]3[CH:14]=[CH:15][S:16][C:12]=3[C:11]([CH:17]=[N:20][OH:21])=[CH:10][CH:9]=2)=[CH:4][CH:3]=1. The catalyst class is: 275. (9) Product: [S:1]1[CH:5]=[CH:4][CH:3]=[C:2]1[CH2:6][CH2:7][C:8]([NH:56][C@@H:52]([CH2:51][S:50][CH2:49]/[CH:48]=[C:47](\[CH3:57])/[CH2:46][CH2:45]/[CH:44]=[C:43](\[CH3:58])/[CH2:42][CH2:41][CH:40]=[C:39]([CH3:59])[CH3:38])[C:53]([OH:55])=[O:54])=[O:10]. The catalyst class is: 124. Reactant: [S:1]1[CH:5]=[CH:4][CH:3]=[C:2]1[CH2:6][CH2:7][C:8]([OH:10])=O.[Cl-].COC1N=C(OC)N=C([N+]2(C)CCOCC2)N=1.C(N(CC)C(C)C)(C)C.[CH3:38][C:39]([CH3:59])=[CH:40][CH2:41][CH2:42]/[C:43](/[CH3:58])=[CH:44]/[CH2:45][CH2:46]/[C:47](/[CH3:57])=[CH:48]/[CH2:49][S:50][CH2:51][C@H:52]([NH2:56])[C:53]([OH:55])=[O:54].